From a dataset of Peptide-MHC class I binding affinity with 185,985 pairs from IEDB/IMGT. Regression. Given a peptide amino acid sequence and an MHC pseudo amino acid sequence, predict their binding affinity value. This is MHC class I binding data. (1) The peptide sequence is DFPIFNQRY. The MHC is HLA-B35:01 with pseudo-sequence HLA-B35:01. The binding affinity (normalized) is 0.559. (2) The peptide sequence is QTQTYNIGK. The MHC is HLA-A03:01 with pseudo-sequence HLA-A03:01. The binding affinity (normalized) is 0.541. (3) The peptide sequence is MSAIVSCRY. The MHC is HLA-B08:01 with pseudo-sequence HLA-B08:01. The binding affinity (normalized) is 0.0847. (4) The peptide sequence is APRELLQYI. The MHC is HLA-B15:09 with pseudo-sequence HLA-B15:09. The binding affinity (normalized) is 0.0847. (5) The peptide sequence is RVYAELAAL. The MHC is HLA-A26:01 with pseudo-sequence HLA-A26:01. The binding affinity (normalized) is 0.0847. (6) The peptide sequence is DATPTGWGL. The MHC is Patr-A0301 with pseudo-sequence Patr-A0301. The binding affinity (normalized) is 0.0679.